This data is from Peptide-MHC class II binding affinity with 134,281 pairs from IEDB. The task is: Regression. Given a peptide amino acid sequence and an MHC pseudo amino acid sequence, predict their binding affinity value. This is MHC class II binding data. The peptide sequence is ENVKMEDVGYPIIID. The MHC is DRB1_0301 with pseudo-sequence DRB1_0301. The binding affinity (normalized) is 0.406.